Predict the product of the given reaction. From a dataset of Forward reaction prediction with 1.9M reactions from USPTO patents (1976-2016). (1) Given the reactants Br[CH2:2][C:3]1[C:13]([Cl:14])=[N:12][CH:11]=[CH:10][C:4]=1[C:5]([O:7]CC)=O.Cl.[NH2:16][CH:17]([C:19]1[CH:20]=[C:21]([CH3:31])[C:22]([NH:25][CH2:26][C:27]([F:30])([F:29])[F:28])=[N:23][CH:24]=1)[CH3:18], predict the reaction product. The product is: [Cl:14][C:13]1[C:3]2[CH2:2][N:16]([CH:17]([C:19]3[CH:24]=[N:23][C:22]([NH:25][CH2:26][C:27]([F:30])([F:28])[F:29])=[C:21]([CH3:31])[CH:20]=3)[CH3:18])[C:5](=[O:7])[C:4]=2[CH:10]=[CH:11][N:12]=1. (2) Given the reactants [CH:1]1([CH2:7][CH2:8][CH2:9][C@@H:10]([C:19]2[O:23][N:22]=[C:21]([C:24]([N:26]([CH3:28])[CH3:27])=[O:25])[N:20]=2)[CH2:11][C:12]([O:14]C(C)(C)C)=[O:13])[CH2:6][CH2:5][CH2:4][CH2:3][CH2:2]1.FC(F)(F)C(O)=O, predict the reaction product. The product is: [CH:1]1([CH2:7][CH2:8][CH2:9][C@@H:10]([C:19]2[O:23][N:22]=[C:21]([C:24]([N:26]([CH3:28])[CH3:27])=[O:25])[N:20]=2)[CH2:11][C:12]([OH:14])=[O:13])[CH2:6][CH2:5][CH2:4][CH2:3][CH2:2]1.